This data is from Peptide-MHC class II binding affinity with 134,281 pairs from IEDB. The task is: Regression. Given a peptide amino acid sequence and an MHC pseudo amino acid sequence, predict their binding affinity value. This is MHC class II binding data. (1) The peptide sequence is GELQIVDKFDAAFKI. The MHC is DRB1_1501 with pseudo-sequence DRB1_1501. The binding affinity (normalized) is 0.565. (2) The peptide sequence is KKEEKKESGDAASGA. The MHC is HLA-DPA10301-DPB10402 with pseudo-sequence HLA-DPA10301-DPB10402. The binding affinity (normalized) is 0.0778. (3) The peptide sequence is PCVFIKRVSNVIIHG. The MHC is HLA-DQA10401-DQB10402 with pseudo-sequence HLA-DQA10401-DQB10402. The binding affinity (normalized) is 0.0548. (4) The MHC is DRB1_0701 with pseudo-sequence DRB1_0701. The binding affinity (normalized) is 0.123. The peptide sequence is NYLALLVKYVNGDGD.